Dataset: Full USPTO retrosynthesis dataset with 1.9M reactions from patents (1976-2016). Task: Predict the reactants needed to synthesize the given product. The reactants are: OO.N1C2C(=CC=CC=2)C(=O)C1=O.[OH-].[Na+].Cl.FC1C=CC(F)=C(C(O)=O)C=1N.[F:29][C:30]1[CH:39]=[CH:38][C:37]([F:40])=[C:36]2[C:31]=1[C:32](=O)[NH:33][C:34]([CH3:41])=[N:35]2.P(Cl)(Cl)(Cl)(Cl)Cl.C([O-])(O)=O.[Na+]. Given the product [F:29][C:30]1[CH:39]=[CH:38][C:37]([F:40])=[C:36]2[C:31]=1[CH:32]=[N:33][C:34]([CH3:41])=[N:35]2, predict the reactants needed to synthesize it.